This data is from Reaction yield outcomes from USPTO patents with 853,638 reactions. The task is: Predict the reaction yield, written as a fraction of the theoretical maximum amount of product (1.0 means a 100% yield; for example, 0.34 means a 34% yield). (1) The reactants are [CH2:1]([C:3]1[NH:7][C:6]([C:8]([NH:10][C@H:11]2[CH2:16][CH2:15][N:14]([C:17]3[S:18][C:19]([CH3:27])=[C:20]([C:22]([O:24]CC)=[O:23])[N:21]=3)[CH2:13][C@H:12]2[O:28][CH3:29])=[O:9])=[N:5][C:4]=1[C:30]([F:33])([F:32])[F:31])[CH3:2].[OH-].[Na+]. The catalyst is CO. The product is [CH2:1]([C:3]1[NH:7][C:6]([C:8]([NH:10][C@H:11]2[CH2:16][CH2:15][N:14]([C:17]3[S:18][C:19]([CH3:27])=[C:20]([C:22]([OH:24])=[O:23])[N:21]=3)[CH2:13][C@H:12]2[O:28][CH3:29])=[O:9])=[N:5][C:4]=1[C:30]([F:33])([F:31])[F:32])[CH3:2]. The yield is 0.870. (2) The yield is 0.800. The product is [CH3:13][O:14][C:15](=[O:23])[CH2:16][CH2:17][CH2:18][CH2:19][C:20](=[O:22])[NH:25][CH2:26][C:27]([C:29]1[CH:34]=[CH:33][CH:32]=[CH:31][C:30]=1[O:35][CH3:36])=[O:28]. The reactants are Cl.CN(C)CCCN=C=NCC.[CH3:13][O:14][C:15](=[O:23])[CH2:16][CH2:17][CH2:18][CH2:19][C:20]([OH:22])=O.Cl.[NH2:25][CH2:26][C:27]([C:29]1[CH:34]=[CH:33][CH:32]=[CH:31][C:30]=1[O:35][CH3:36])=[O:28].C(N(CC)CC)C. The catalyst is CN(C)C1C=CN=CC=1.C(Cl)Cl. (3) The reactants are [CH2:1]([O:3][C:4]1([C:7]2[CH:12]=[CH:11][C:10]([C:13]#[C:14][C:15]3[CH:25]=[CH:24][C:18]([C:19]([O:21]CC)=[O:20])=[CH:17][CH:16]=3)=[CH:9][C:8]=2[CH:26]([CH3:28])[CH3:27])[CH2:6][CH2:5]1)[CH3:2].[OH-].[Na+]. The catalyst is C(O)C.O1CCCC1. The product is [CH2:1]([O:3][C:4]1([C:7]2[CH:12]=[CH:11][C:10]([C:13]#[C:14][C:15]3[CH:16]=[CH:17][C:18]([C:19]([OH:21])=[O:20])=[CH:24][CH:25]=3)=[CH:9][C:8]=2[CH:26]([CH3:27])[CH3:28])[CH2:6][CH2:5]1)[CH3:2]. The yield is 0.920. (4) The reactants are [ClH:1].[C:2]12([CH2:12][CH2:13][N:14]([CH2:27][CH2:28][C:29]([O:31]C(C)(C)C)=O)[C:15]([NH:17][CH2:18][CH2:19][CH2:20][C:21]3[CH:26]=[CH:25][N:24]=[CH:23][CH:22]=3)=[O:16])[CH2:11][CH:6]3[CH2:7][CH:8]([CH2:10][CH:4]([CH2:5]3)[CH2:3]1)[CH2:9]2.C(OCC)(=O)C. The catalyst is O1CCOCC1. The product is [ClH:1].[C:2]12([CH2:12][CH2:13][N:14]3[CH2:27][CH2:28][C:29](=[O:31])[N:17]([CH2:18][CH2:19][CH2:20][C:21]4[CH:26]=[CH:25][N:24]=[CH:23][CH:22]=4)[C:15]3=[O:16])[CH2:9][CH:8]3[CH2:7][CH:6]([CH2:5][CH:4]([CH2:10]3)[CH2:3]1)[CH2:11]2. The yield is 0.790. (5) The reactants are [Si:1]([O:8][CH2:9][CH2:10][N:11]([CH:24]([CH3:26])[CH3:25])[C:12]([C:14]1[N:15]=[C:16]([N:19]2[CH2:22][CH:21]([OH:23])[CH2:20]2)[S:17][CH:18]=1)=[O:13])([C:4]([CH3:7])([CH3:6])[CH3:5])([CH3:3])[CH3:2].[CH3:27][S:28](Cl)(=[O:30])=[O:29].C(N(CC)CC)C. The catalyst is C(Cl)Cl. The product is [Si:1]([O:8][CH2:9][CH2:10][N:11]([CH:24]([CH3:26])[CH3:25])[C:12]([C:14]1[N:15]=[C:16]([N:19]2[CH2:22][CH:21]([O:23][S:28]([CH3:27])(=[O:30])=[O:29])[CH2:20]2)[S:17][CH:18]=1)=[O:13])([C:4]([CH3:7])([CH3:6])[CH3:5])([CH3:2])[CH3:3]. The yield is 0.420. (6) The reactants are [Br:1][C:2]1[CH:7]=[C:6]([N+:8]([O-])=O)[CH:5]=[CH:4][C:3]=1[C:11]([CH3:16])([CH2:14][OH:15])[CH2:12]O.C(C=P(CCCC)(CCCC)CCCC)#N.O.O.[Sn](Cl)Cl. The catalyst is C1C=CC=CC=1. The product is [Br:1][C:2]1[CH:7]=[C:6]([CH:5]=[CH:4][C:3]=1[C:11]1([CH3:16])[CH2:14][O:15][CH2:12]1)[NH2:8]. The yield is 0.320. (7) The reactants are C1(C2C=CC=CC=2)C=CC=CC=1.[N:13]1([CH:19]2[CH2:24][CH2:23][N:22]([S:25]([C:28]3[C:29]([OH:43])=[C:30]([NH:35][C:36]4[C:37](=[O:42])[C:38](=[O:41])[C:39]=4Cl)[CH:31]=[CH:32][C:33]=3[Cl:34])(=[O:27])=[O:26])[CH2:21][CH2:20]2)[CH2:18][CH2:17][CH2:16][CH2:15][CH2:14]1.[NH2:44][C:45]1[CH:50]=[CH:49][CH:48]=[CH:47][CH:46]=1. The catalyst is CN(C=O)C. The product is [N:13]1([CH:19]2[CH2:20][CH2:21][N:22]([S:25]([C:28]3[C:29]([OH:43])=[C:30]([NH:35][C:36]4[C:37](=[O:42])[C:38](=[O:41])[C:39]=4[NH:44][C:45]4[CH:50]=[CH:49][CH:48]=[CH:47][CH:46]=4)[CH:31]=[CH:32][C:33]=3[Cl:34])(=[O:26])=[O:27])[CH2:23][CH2:24]2)[CH2:14][CH2:15][CH2:16][CH2:17][CH2:18]1. The yield is 0.520. (8) The reactants are [C:1]([O:5][C:6]([NH:8][C@@H:9]([CH2:14][CH:15]1[CH2:20][CH2:19][CH:18]([OH:21])[CH2:17][CH2:16]1)[C:10]([O:12][CH3:13])=[O:11])=[O:7])([CH3:4])([CH3:3])[CH3:2].N1C=CN=C1.[CH3:27][C:28]([Si:31](Cl)([CH3:33])[CH3:32])([CH3:30])[CH3:29].O. The catalyst is C(Cl)Cl. The product is [C:1]([O:5][C:6]([NH:8][C@@H:9]([CH2:14][CH:15]1[CH2:20][CH2:19][CH:18]([O:21][Si:31]([C:28]([CH3:30])([CH3:29])[CH3:27])([CH3:33])[CH3:32])[CH2:17][CH2:16]1)[C:10]([O:12][CH3:13])=[O:11])=[O:7])([CH3:4])([CH3:2])[CH3:3]. The yield is 1.00.